From a dataset of Catalyst prediction with 721,799 reactions and 888 catalyst types from USPTO. Predict which catalyst facilitates the given reaction. (1) Reactant: [CH2:1]([CH:3]1[CH2:8][CH2:7][C:6](=[O:9])[C:5]([CH3:10])=[CH:4]1)[CH3:2].[CH2:11]=[CH:12][CH:13]=C.[Cl-].[Cl-].[CH2:17]([Al+2])C. Product: [CH2:1]([CH:3]1[CH:4]2[C:5]([CH3:17])([CH2:10][CH:11]=[CH:12][CH2:13]2)[C:6](=[O:9])[CH2:7][CH2:8]1)[CH3:2]. The catalyst class is: 4. (2) Reactant: [Cl:1][C:2]1[O:6][C:5]([C:7]([NH:9][C@@H:10]([CH2:23][C:24]2[CH:29]=[CH:28][CH:27]=[CH:26][C:25]=2[C:30]([F:33])([F:32])[F:31])[CH2:11][N:12]2C(=O)C3C(=CC=CC=3)C2=O)=[O:8])=[CH:4][C:3]=1[C:34]1[N:38]([CH3:39])[N:37]=[CH:36][CH:35]=1.NN. Product: [NH2:12][CH2:11][C@@H:10]([NH:9][C:7]([C:5]1[O:6][C:2]([Cl:1])=[C:3]([C:34]2[N:38]([CH3:39])[N:37]=[CH:36][CH:35]=2)[CH:4]=1)=[O:8])[CH2:23][C:24]1[CH:29]=[CH:28][CH:27]=[CH:26][C:25]=1[C:30]([F:33])([F:32])[F:31]. The catalyst class is: 83. (3) Reactant: [CH:1]1([CH2:4][N:5]2[CH2:30][CH2:29][C@:12]34[C:13]5[C:14]6[O:28][C@H:11]3[C@@H:10]([CH2:31][N:32]3[CH:36]=[CH:35][N:34]=[CH:33]3)[CH2:9][CH2:8][C@@:7]4([OH:37])[C@H:6]2[CH2:19][C:18]=5[CH:17]=[CH:16][C:15]=6[O:20]CC2C=CC=CC=2)[CH2:3][CH2:2]1. Product: [CH:1]1([CH2:4][N:5]2[CH2:30][CH2:29][C@:12]34[C:13]5[C:14]6[O:28][C@H:11]3[C@@H:10]([CH2:31][N:32]3[CH:36]=[CH:35][N:34]=[CH:33]3)[CH2:9][CH2:8][C@@:7]4([OH:37])[C@H:6]2[CH2:19][C:18]=5[CH:17]=[CH:16][C:15]=6[OH:20])[CH2:3][CH2:2]1. The catalyst class is: 5. (4) Reactant: [OH:1][C:2]1[CH:11]=[C:10]2[C:5]([C:6]([O:12][C:13]3[C:14]([C:23]([O:25][CH2:26][CH2:27][CH3:28])=[O:24])=[CH:15][C:16]4[C:21]([CH:22]=3)=[CH:20][CH:19]=[CH:18][CH:17]=4)=[CH:7][CH:8]=[N:9]2)=[CH:4][C:3]=1[O:29][CH3:30].C(=O)([O-])[O-].[K+].[K+].Br[CH2:38][CH2:39][CH2:40][Cl:41].O. Product: [Cl:41][CH2:40][CH2:39][CH2:38][O:1][C:2]1[CH:11]=[C:10]2[C:5]([C:6]([O:12][C:13]3[C:14]([C:23]([O:25][CH2:26][CH2:27][CH3:28])=[O:24])=[CH:15][C:16]4[C:21]([CH:22]=3)=[CH:20][CH:19]=[CH:18][CH:17]=4)=[CH:7][CH:8]=[N:9]2)=[CH:4][C:3]=1[O:29][CH3:30]. The catalyst class is: 9. (5) Reactant: [O:1]=[C:2]1[N:8]([CH:9]2[CH2:14][CH2:13][N:12]([C:15]([O:17][C@@H:18]([C:32](O)=[O:33])[CH2:19][C:20]3[CH:25]=[C:24]([C:26]([F:29])([F:28])[F:27])[C:23]([NH2:30])=[C:22]([Cl:31])[CH:21]=3)=[O:16])[CH2:11][CH2:10]2)[CH2:7][CH2:6][C:5]2[CH:35]=[CH:36][CH:37]=[CH:38][C:4]=2[NH:3]1.CN(C(ON1N=NC2C=CC=CC1=2)=[N+](C)C)C.[B-](F)(F)(F)F.C(N(CC)CC)C.[N:68]1([C:74]2[CH:84]=[CH:83][C:77]([C:78]([O:80][CH2:81][CH3:82])=[O:79])=[CH:76][CH:75]=2)[CH2:73][CH2:72][NH:71][CH2:70][CH2:69]1. Product: [O:1]=[C:2]1[N:8]([CH:9]2[CH2:14][CH2:13][N:12]([C:15]([O:17][C@H:18]([CH2:19][C:20]3[CH:25]=[C:24]([C:26]([F:29])([F:27])[F:28])[C:23]([NH2:30])=[C:22]([Cl:31])[CH:21]=3)[C:32]([N:71]3[CH2:70][CH2:69][N:68]([C:74]4[CH:75]=[CH:76][C:77]([C:78]([O:80][CH2:81][CH3:82])=[O:79])=[CH:83][CH:84]=4)[CH2:73][CH2:72]3)=[O:33])=[O:16])[CH2:11][CH2:10]2)[CH2:7][CH2:6][C:5]2[CH:35]=[CH:36][CH:37]=[CH:38][C:4]=2[NH:3]1. The catalyst class is: 3.